The task is: Predict the reactants needed to synthesize the given product.. This data is from Full USPTO retrosynthesis dataset with 1.9M reactions from patents (1976-2016). (1) Given the product [CH2:10]([N:17]([CH3:28])[C@H:18]([C:20]([C@:22]([CH3:27])([OH:26])[C:23]([N:29]1[CH2:34][CH2:33][CH2:32][CH2:31][CH2:30]1)=[O:25])=[O:21])[CH3:19])[C:11]1[CH:12]=[CH:13][CH:14]=[CH:15][CH:16]=1, predict the reactants needed to synthesize it. The reactants are: C(N(CC)C(C)C)(C)C.[CH2:10]([N:17]([CH3:28])[C@H:18]([C:20]([C@:22]([CH3:27])([OH:26])[C:23]([OH:25])=O)=[O:21])[CH3:19])[C:11]1[CH:16]=[CH:15][CH:14]=[CH:13][CH:12]=1.[NH:29]1[CH2:34][CH2:33][CH2:32][CH2:31][CH2:30]1. (2) Given the product [CH3:1][O:2][C:3]1[CH:4]=[C:5]2[C:10](=[CH:11][C:12]=1[O:13][CH3:14])[N:9]=[CH:8][CH:7]=[C:6]2[O:15][C:16]1[CH:22]=[CH:21][C:19]([NH:20][C:29](=[O:35])[O:28][CH2:26][CH2:44][CH2:43][C:37]2[CH:42]=[CH:41][CH:40]=[CH:39][CH:38]=2)=[C:18]([CH3:23])[C:17]=1[CH3:24], predict the reactants needed to synthesize it. The reactants are: [CH3:1][O:2][C:3]1[CH:4]=[C:5]2[C:10](=[CH:11][C:12]=1[O:13][CH3:14])[N:9]=[CH:8][CH:7]=[C:6]2[O:15][C:16]1[CH:22]=[CH:21][C:19]([NH2:20])=[C:18]([CH3:23])[C:17]=1[CH3:24].Cl[C:26](Cl)([O:28][C:29](=[O:35])OC(Cl)(Cl)Cl)Cl.[C:37]1([CH2:43][CH2:44]CO)[CH:42]=[CH:41][CH:40]=[CH:39][CH:38]=1.C(=O)(O)[O-].[Na+]. (3) Given the product [Br:20][C:19]1[CH:18]=[CH:17][C:13]([C:14]([OH:16])=[O:15])=[CH:12][C:11]=1[NH:10][C:7]1[CH2:6][CH2:5][CH2:4][C:3](=[O:9])[C:2]=1[CH3:1].[CH3:6][CH2:7][OH:8], predict the reactants needed to synthesize it. The reactants are: [CH3:1][CH:2]1[C:7](=[O:8])[CH2:6][CH2:5][CH2:4][C:3]1=[O:9].[NH2:10][C:11]1[CH:12]=[C:13]([CH:17]=[CH:18][C:19]=1[Br:20])[C:14]([OH:16])=[O:15]. (4) Given the product [Cl:23][C:18]1[CH:17]=[C:16]([N:11]2[C:10](=[O:24])[C:9]3([CH2:25][CH2:26][CH2:27][CH:8]3[C:5]3[CH:6]=[CH:7][C:2]([C:32]4[CH:33]=[CH:34][C:29]([F:28])=[CH:30][CH:31]=4)=[CH:3][CH:4]=3)[N:13]([CH3:14])[C:12]2=[O:15])[CH:21]=[C:20]([Cl:22])[CH:19]=1, predict the reactants needed to synthesize it. The reactants are: Br[C:2]1[CH:7]=[CH:6][C:5]([C@@H:8]2[CH2:27][CH2:26][CH2:25][C@:9]32[N:13]([CH3:14])[C:12](=[O:15])[N:11]([C:16]2[CH:21]=[C:20]([Cl:22])[CH:19]=[C:18]([Cl:23])[CH:17]=2)[C:10]3=[O:24])=[CH:4][CH:3]=1.[F:28][C:29]1[CH:34]=[CH:33][C:32](B(O)O)=[CH:31][CH:30]=1. (5) Given the product [CH2:1]([O:3][C:4]([C:6]1[N:7]=[CH:8][S:9][C:10]=1[CH2:11][OH:12])=[O:5])[CH3:2], predict the reactants needed to synthesize it. The reactants are: [CH2:1]([O:3][C:4]([C:6]1[N:7]=[CH:8][S:9][C:10]=1[C:11](OCC)=[O:12])=[O:5])[CH3:2].[BH4-].[Na+].O.Cl. (6) The reactants are: [H-].[Al+3].[Li+].[H-].[H-].[H-].C[O:8][C:9](=O)[C:10]1[CH:15]=[CH:14][C:13]([NH2:16])=[C:12]([Cl:17])[CH:11]=1.[OH-].[Na+]. Given the product [NH2:16][C:13]1[CH:14]=[CH:15][C:10]([CH2:9][OH:8])=[CH:11][C:12]=1[Cl:17], predict the reactants needed to synthesize it. (7) Given the product [CH2:1]([NH:3][C:4](=[O:5])[NH:6][C:7]1[N:12]=[CH:11][C:10](/[CH:13]=[CH:14]/[C:15]([N:17]([CH3:29])[CH2:18][C:19]2[N:20]([CH3:28])[C:21]3[C:26]([CH:27]=2)=[CH:25][CH:24]=[CH:23][CH:22]=3)=[O:16])=[CH:9][CH:8]=1)[CH3:2], predict the reactants needed to synthesize it. The reactants are: [CH2:1]([N:3]=[C:4]=[O:5])[CH3:2].[NH2:6][C:7]1[N:12]=[CH:11][C:10](/[CH:13]=[CH:14]/[C:15]([N:17]([CH3:29])[CH2:18][C:19]2[N:20]([CH3:28])[C:21]3[C:26]([CH:27]=2)=[CH:25][CH:24]=[CH:23][CH:22]=3)=[O:16])=[CH:9][CH:8]=1.C(N(CC)CC)C.